Dataset: Reaction yield outcomes from USPTO patents with 853,638 reactions. Task: Predict the reaction yield, written as a fraction of the theoretical maximum amount of product (1.0 means a 100% yield; for example, 0.34 means a 34% yield). (1) The reactants are Br[CH2:2][C:3]([C:5]1[C:10]([CH3:11])=[CH:9][C:8]([NH:12][C:13](=[O:15])[CH3:14])=[CH:7][C:6]=1[CH3:16])=O.[NH2:17][C:18]([NH2:20])=[S:19]. The catalyst is CCO. The product is [NH2:20][C:18]1[S:19][CH:2]=[C:3]([C:5]2[C:10]([CH3:11])=[CH:9][C:8]([NH:12][C:13](=[O:15])[CH3:14])=[CH:7][C:6]=2[CH3:16])[N:17]=1. The yield is 0.860. (2) The reactants are FC([P:8](=[O:23])([C:16]([F:22])([F:21])[C:17]([F:20])([F:19])[F:18])[C:9]([F:15])([F:14])[C:10]([F:13])([F:12])[F:11])(F)C(F)(F)F.P(C(C(F)(F)F)(F)F)(C(C(F)(F)F)(F)F)C(C(F)(F)F)(F)F.[CH3:46][N:47]1[CH:51]=[CH:50][N:49]=[CH:48]1.[F:52][C:53]([F:64])([C:57]([F:63])([F:62])[C:58]([F:61])([F:60])[F:59])[CH2:54][CH2:55][OH:56]. The product is [F:22][C:16]([P:8]([C:9]([F:14])([F:15])[C:10]([F:13])([F:12])[F:11])(=[O:56])[O-:23])([F:21])[C:17]([F:18])([F:19])[F:20].[F:52][C:53]([F:64])([C:57]([F:63])([F:62])[C:58]([F:61])([F:60])[F:59])[CH2:54][CH2:55][N+:49]1[CH:50]=[CH:51][N:47]([CH3:46])[CH:48]=1. The yield is 0.975. The catalyst is C1C=CC=CC=1. (3) The reactants are [CH:1]1[O:2]C=C2[C:9]=1[CH:8]=[CH:7][CH:6]=[CH:5]2.[NH2:10][NH2:11].[C:12]([OH:15])(=O)[CH3:13]. No catalyst specified. The product is [C:12]1(=[O:15])[C:13]2[C:9](=[CH:8][CH:7]=[CH:6][CH:5]=2)[C:1](=[O:2])[NH:11][NH:10]1. The yield is 0.946. (4) The reactants are [H-].[Na+].[C:3]([CH2:5]P(=O)(OCC)OCC)#[N:4].[F:14][C:15]([F:25])([F:24])[C:16]1[CH:17]=[C:18]([CH:21]=[CH:22][CH:23]=1)[CH:19]=O.O. The product is [F:14][C:15]([F:24])([F:25])[C:16]1[CH:17]=[C:18]([CH2:19][CH2:5][CH2:3][NH2:4])[CH:21]=[CH:22][CH:23]=1. The yield is 0.250. The catalyst is O1CCCC1. (5) The reactants are [F:1][C:2]1[C:7]([F:8])=[CH:6][C:5]([C:9]2[CH:14]=[CH:13][C:12]([OH:15])=[CH:11][CH:10]=2)=[C:4]([O:16][CH3:17])[CH:3]=1.C1(P(C2C=CC=CC=2)C2C=CC=CC=2)C=CC=CC=1.N(C(OC(C)C)=O)=NC(OC(C)C)=O.[C:51]([O:55][C:56]([N:58]1[C:66]2[C:61](=[CH:62][CH:63]=[C:64]([CH2:67]O)[CH:65]=2)[CH:60]=[CH:59]1)=[O:57])([CH3:54])([CH3:53])[CH3:52].C(N(CC)CC)C. The catalyst is ClCCl. The product is [C:51]([O:55][C:56]([N:58]1[C:66]2[C:61](=[CH:62][CH:63]=[C:64]([CH2:67][O:15][C:12]3[CH:11]=[CH:10][C:9]([C:5]4[CH:6]=[C:7]([F:8])[C:2]([F:1])=[CH:3][C:4]=4[O:16][CH3:17])=[CH:14][CH:13]=3)[CH:65]=2)[CH:60]=[CH:59]1)=[O:57])([CH3:54])([CH3:53])[CH3:52]. The yield is 0.620. (6) The reactants are [CH3:1][NH:2][CH:3]([C:5]1[CH:19]=[CH:18][C:8]2[N:9]([CH:12]3[CH2:17][CH2:16][CH2:15][CH2:14][O:13]3)[CH:10]=[N:11][C:7]=2[CH:6]=1)[CH3:4].Cl[C:21]1[N:26]=[C:25]([NH:27][C:28]2[NH:32][N:31]=[C:30]([CH:33]3[CH2:35][CH2:34]3)[CH:29]=2)[CH:24]=[CH:23][N:22]=1.CCN(C(C)C)C(C)C. The catalyst is CC(O)C. The product is [CH:33]1([C:30]2[NH:31][N:32]=[C:28]([NH:27][C:25]3[CH:24]=[CH:23][N:22]=[C:21]([N:2]([CH3:1])[CH:3]([C:5]4[CH:19]=[CH:18][C:8]5[N:9]([CH:12]6[CH2:17][CH2:16][CH2:15][CH2:14][O:13]6)[CH:10]=[N:11][C:7]=5[CH:6]=4)[CH3:4])[N:26]=3)[CH:29]=2)[CH2:35][CH2:34]1. The yield is 0.190. (7) The reactants are [CH3:1][N:2]1[CH2:6][CH2:5][C:4]2([CH2:11][CH2:10][N:9]([C:12]([O:14][C:15]([CH3:18])([CH3:17])[CH3:16])=[O:13])[CH2:8][CH2:7]2)[C:3]1=O.B. The catalyst is O1CCCC1. The product is [CH3:1][N:2]1[CH2:6][CH2:5][C:4]2([CH2:11][CH2:10][N:9]([C:12]([O:14][C:15]([CH3:18])([CH3:17])[CH3:16])=[O:13])[CH2:8][CH2:7]2)[CH2:3]1. The yield is 1.00.